Dataset: Experimentally validated miRNA-target interactions with 360,000+ pairs, plus equal number of negative samples. Task: Binary Classification. Given a miRNA mature sequence and a target amino acid sequence, predict their likelihood of interaction. (1) The miRNA is mmu-miR-192-5p with sequence CUGACCUAUGAAUUGACAGCC. The protein sequence of the target gene is MGTPGEGLGRCSHALIRGVPESLASGEGAGAGLPALDLAKAQREHGVLGGKLRQRLGLQLLELPPEESLPLGPLLGDTAVIQGDTALITRPWSPARRPEVDGVRKALQDLGLRIVEIGDENATLDGTDVLFTGREFFVGLSKWTNHRGAEIVADTFRDFAVSTVPVSGPSHLRGLCGMGGPRTVVAGSSDAAQKAVRAMAVLTDHPYASLTLPDDAAADCLFLRPGLPGVPPFLLHRGGGDLPNSQEALQKLSDVTLVPVSCSELEKAGAGLSSLCLVLSTRPHS. Result: 0 (no interaction). (2) The miRNA is hsa-miR-6500-3p with sequence ACACUUGUUGGGAUGACCUGC. The protein sequence of the target gene is MEEPQKSYVNTMDLERDEPLKSTGPQISVSEFSCHCCYDILVNPTTLNCGHSFCRHCLALWWASSKKTECPECREKWEGFPKVSILLRDAIEKLFPDAIRLRFEDIQQNNDIVQSLAAFQKYGNDQIPLAPNTGRANQQMGGGFFSGVLTALTGVAVVLLVYHWSSRESEHDLLVHKAVAKWTAEEVVLWLEQLGPWASLYRERFLSERVNGRLLLTLTEEEFSKTPYTIENSSHRRAILMELERVKALGVKPPQNLWEYKAVNPGRSLFLLYALKSSPRLSLLYLYLFDYTDTFLPFIH.... Result: 0 (no interaction). (3) The miRNA is mmu-miR-669e-3p with sequence UGAAUAUACACACACUUACAC. The protein sequence of the target gene is MLRMKLPPKSTHPSEPPPDAEEPEADARPGAKAPLRRRRDCRPPPPPTGLPRGPPPPPSPPRGLEPPVASGPTAGAGMPGGGGHAAALREQERVYEWFGLVLGSAQRLEFMCGLLDLCNPLELRFLGSCLEDLARKDYHYLRDSEAKANGLSDPGSLADFREPAVRSRLIVYLALLGSENREAAGRLHRLLPQVDAVLRSLRATRAEGSRGSVEDEPSGDGEQDAEKDGPGPEGSGCAKLGTGGGLGFRAQEELLLLFTMASLHPAFSFHQRVTLREHLERLRSALRVEPEDAEVEPSNF.... Result: 0 (no interaction). (4) Result: 0 (no interaction). The miRNA is hsa-miR-5684 with sequence AACUCUAGCCUGAGCAACAG. The protein sequence of the target gene is MLLEVLNPRHYNVTSMVSEVVPIASIAILLLTGFLLLVWNYEDTSSIPGPSYFLGIGPLISHCRFLWMGIGSACNYYNKMYGEFMRVWVCGEETLIISKSSSMFHVMKHSHYISRFGSKLGLQFIGMHEKGIIFNNNPALWKAVRPFFTKALSGPGLVRMVTICADSITKHLDRLEEVCNDLGYVDVLTLMRRIMLDTSNILFLGIPLDESAIVVKIQGYFDAWQALLLKPDIFFKISWLCRKYEKSVKDLKDAMEILIEEKRHRISTAEKLEDCIDFATELIFAEKRGELTKENVNQCI.... (5) The miRNA is mmu-miR-344d-3p with sequence GAUAUAACCACUGCCAGACUGA. The protein sequence of the target gene is MGSKGVYQYHWQSHNVKHSGVDDMVLLSKITENSIVENLKKRYMDDYIFTYIGSVLISVNPFKQMPYFGEKEIEMYQGAAQYENPPHIYALADNMYRNMIIDRENQCVIISGESGAGKTVAAKYIMSYISRVSGGGTKVQHVKDIILQSNPLLEAFGNAKTVRNNNSSRFGKYFEIQFSPGGEPDGGKISNFLLEKSRVVMRNPGERSFHIFYQLIEGASAEQKHSLGITSMDYYYYLSLSGSYKVDDIDDRREFQETLHAMNVIGIFAEEQTLVLQIVAGILHLGNISFKEVGNYAAVE.... Result: 0 (no interaction). (6) The miRNA is hsa-miR-3184-3p with sequence AAAGUCUCGCUCUCUGCCCCUCA. The protein sequence of the target gene is MHRDSCPLDCKVYVGNLGNNGNKTELERAFGYYGPLRSVWVARNPPGFAFVEFEDPRDAADAVRELDGRTLCGCRVRVELSNGEKRSRNRGPPPSWGRRPRDDYRRRSPPPRRRSPRRRSFSRSRSRSLSRDRRRERSLSRERNHKPSRSFSRSRSRSRSNERK. Result: 0 (no interaction). (7) The miRNA is hsa-miR-627-3p with sequence UCUUUUCUUUGAGACUCACU. The protein sequence of the target gene is MVCLKLPGGSCMTALTVTLMVLSSPLALSGDTRPRFLWQPKRECHFFNGTERVRFLDRYFYNQEESVRFDSDVGEFRAVTELGRPDAEYWNSQKDILEQARAAVDTYCRHNYGVVESFTVQRRVQPKVTVYPSKTQPLQHHNLLVCSVSGFYPGSIEVRWFLNGQEEKAGMVSTGLIQNGDWTFQTLVMLETVPRSGEVYTCQVEHPSVTSPLTVEWRARSESAQSKMLSGVGGFVLGLLFLGAGLFIYFRNQKGHSGLQPTGFLS. Result: 1 (interaction). (8) The miRNA is mmu-miR-3081-3p with sequence UUGCGCUCCGAUCUCUGAGCUGG. The protein sequence of the target gene is MEQCACVERELDKVLQKFLTYGQHCERSLEELLHYVGQLRAELASAALQGTPLSATLSLVMSQCCRKIKDTVQKLASDHKDIHSSVSRVGKAIDRNFDSEICGVVSDAVWDAREQQQQILQMAIVEHLYQQGMLSVAEELCQESTLNVDLDFKQPFLELNRILEALHEQDLGPALEWAVSHRQRLLELNSSLEFKLHRLHFIRLLAGGPAKQLEALSYARHFQPFARLHQREIQVMMGSLVYLRLGLEKSPYCHLLDSSHWAEICETFTRDACSLLGLSVESPLSVSFASGCVALPVLMN.... Result: 0 (no interaction). (9) The miRNA is cel-miR-83-3p with sequence UAGCACCAUAUAAAUUCAGUAA. The protein sequence of the target gene is MPSDRPFKQRRSFADRCKEVQQIRDQHPSKIPVIIERYKGEKQLPVLDKTKFLVPDHVNMSELVKIIRRRLQLNPTQAFFLLVNQHSMVSVSTPIADIYEQEKDEDGFLYMVYASQETFGF. Result: 0 (no interaction). (10) The miRNA is cel-lsy-6-3p with sequence UUUUGUAUGAGACGCAUUUCGA. The protein sequence of the target gene is MVQKRTAELQGFHRSFKGQNPFELAFSLDLAQHRDSDFSPQCEARPDMPSSQPIDIPDAKKRGRKKKRCRATDSFSGRFEDVYQLQEDVLGEGAHARVQTCVNLITNQEYAVKIIEKQLGHIRSRVFREVEMLYQCQGHRNVLELIEFFEEEDRFYLVFEKMRGGSILSHIHRRRHFNELEASVVVQDVASALDFLHNKGIAHRDLKPENILCEHPNQVSPVKICDFDLGSGIKLNGDCSPISTPELLTPCGSAEYMAPEVVEAFSEEASIYDKRCDLWSLGVILYILLSGYPPFVGHCG.... Result: 0 (no interaction).